This data is from Reaction yield outcomes from USPTO patents with 853,638 reactions. The task is: Predict the reaction yield, written as a fraction of the theoretical maximum amount of product (1.0 means a 100% yield; for example, 0.34 means a 34% yield). (1) The reactants are [I-].[CH2:2]([N+:9]1[CH:14]=[CH:13][CH:12]=[C:11]([C:15]([NH2:17])=O)[CH:10]=1)[C:3]1[CH:8]=[CH:7][CH:6]=[CH:5][CH:4]=1.C(=O)([O-])[O-:19].[Na+].[Na+].S(S([O-])=O)([O-])=O.[Na+].[Na+]. The catalyst is O. The product is [CH2:2]([NH:9][C:10](=[O:19])[C:11]1[CH2:12][CH:13]=[CH:14][NH:17][CH:15]=1)[C:3]1[CH:4]=[CH:5][CH:6]=[CH:7][CH:8]=1. The yield is 0.730. (2) The reactants are [NH2:1][C:2]([CH3:8])([CH3:7])[CH2:3][C:4]([OH:6])=[O:5].[C:9]1(=O)[O:14][C:12](=[O:13])[C:11]2=[CH:15][CH:16]=[CH:17][CH:18]=[C:10]12. The catalyst is C(O)C. The product is [CH3:7][C:2]([CH3:8])([N:1]1[C:12](=[O:13])[C:11]2[C:10](=[CH:18][CH:17]=[CH:16][CH:15]=2)[C:9]1=[O:14])[CH2:3][C:4]([OH:6])=[O:5]. The yield is 0.580. (3) The reactants are [OH-].[Na+].[NH2:3][CH2:4][CH2:5][CH2:6][CH2:7][CH2:8][CH2:9][CH2:10][CH2:11][CH2:12][CH2:13][C:14]([OH:16])=[O:15].[C:17](O[C:17]([O:19][C:20]([CH3:23])([CH3:22])[CH3:21])=[O:18])([O:19][C:20]([CH3:23])([CH3:22])[CH3:21])=[O:18]. The catalyst is O1CCCC1.O. The product is [C:20]([O:19][C:17]([NH:3][CH2:4][CH2:5][CH2:6][CH2:7][CH2:8][CH2:9][CH2:10][CH2:11][CH2:12][CH2:13][C:14]([OH:16])=[O:15])=[O:18])([CH3:23])([CH3:22])[CH3:21]. The yield is 0.930. (4) The reactants are [Cl:1][C:2]1[N:7]=[C:6]([Cl:8])[CH:5]=[C:4](Cl)[N:3]=1.[NH2:10][C:11]1[CH:15]=[C:14]([CH3:16])[NH:13][N:12]=1.C(=O)([O-])[O-].[Na+].[Na+].O. The catalyst is C(O)C. The product is [Cl:1][C:2]1[N:3]=[C:4]([NH:10][C:11]2[CH:15]=[C:14]([CH3:16])[NH:13][N:12]=2)[CH:5]=[C:6]([Cl:8])[N:7]=1. The yield is 0.880. (5) The reactants are C(N1C=CN=C1)(N1C=CN=C1)=O.[CH:13]1([C:19]2[C:20]3[CH:21]=[CH:22][C:23]([C:43]([OH:45])=O)=[CH:24][C:25]=3[N:26]3[CH2:32][C:31]([C:33]([O:35][CH3:36])=[O:34])=[CH:30][C:29]4[CH:37]=[C:38]([O:41][CH3:42])[CH:39]=[CH:40][C:28]=4[C:27]=23)[CH2:18][CH2:17][CH2:16][CH2:15][CH2:14]1.[S:46]([NH2:50])([NH2:49])(=[O:48])=[O:47].C1CCN2C(=NCCC2)CC1. The catalyst is C1COCC1.CCOC(C)=O.C(Cl)Cl. The product is [NH2:49][S:46]([NH:50][C:43]([C:23]1[CH:22]=[CH:21][C:20]2[C:19]([CH:13]3[CH2:14][CH2:15][CH2:16][CH2:17][CH2:18]3)=[C:27]3[C:28]4[CH:40]=[CH:39][C:38]([O:41][CH3:42])=[CH:37][C:29]=4[CH:30]=[C:31]([C:33]([O:35][CH3:36])=[O:34])[CH2:32][N:26]3[C:25]=2[CH:24]=1)=[O:45])(=[O:48])=[O:47]. The yield is 0.910. (6) The reactants are [Cl:1][C:2]1[CH:8]=[CH:7][C:5]([NH2:6])=[C:4]([I:9])[CH:3]=1.[C:10]1(=O)[CH2:15][CH2:14][CH2:13][C:12](=[O:16])[CH2:11]1.O.C1(C)C=CC(S(O)(=O)=O)=CC=1.CCOC(C)=O. The catalyst is C1(C)C=CC=CC=1. The product is [Cl:1][C:2]1[CH:8]=[CH:7][C:5]([NH:6][C:10]2[CH2:15][CH2:14][CH2:13][C:12](=[O:16])[CH:11]=2)=[C:4]([I:9])[CH:3]=1. The yield is 0.800. (7) The reactants are [C:1]([O:5][C:6]([NH:8][CH:9]([C:14]1[CH:19]=[CH:18][CH:17]=[C:16]([OH:20])[CH:15]=1)[C:10](OC)=[O:11])=[O:7])([CH3:4])([CH3:3])[CH3:2].[H-].[Al+3].[Li+].[H-].[H-].[H-].[NH4+].[Cl-]. The catalyst is C1COCC1. The product is [OH:11][CH2:10][CH:9]([NH:8][C:6](=[O:7])[O:5][C:1]([CH3:3])([CH3:2])[CH3:4])[C:14]1[CH:19]=[CH:18][CH:17]=[C:16]([OH:20])[CH:15]=1. The yield is 1.02. (8) The reactants are [CH3:1][O:2][C:3]1[C:4]([N:10]2[CH2:16][CH2:15][CH2:14][N:13]([CH2:17][C:18]3[S:22][C:21]([C:23]4[CH:28]=[CH:27][CH:26]=[CH:25][CH:24]=4)=[N:20][CH:19]=3)[CH2:12][CH2:11]2)=[C:5]([NH2:9])[CH:6]=[CH:7][CH:8]=1.[N+]([C:32]1[CH:33]=C(S([O-])(=O)=O)C=C[CH:37]=1)([O-])=O.[Na+].OCC(CO)O.[OH-].[Na+]. The catalyst is CS(O)(=O)=O.O.C(OCC)(=O)C. The product is [CH3:1][O:2][C:3]1[C:4]([N:10]2[CH2:16][CH2:15][CH2:14][N:13]([CH2:17][C:18]3[S:22][C:21]([C:23]4[CH:28]=[CH:27][CH:26]=[CH:25][CH:24]=4)=[N:20][CH:19]=3)[CH2:12][CH2:11]2)=[C:5]2[C:6]([CH:37]=[CH:32][CH:33]=[N:9]2)=[CH:7][CH:8]=1. The yield is 0.560. (9) The reactants are [CH2:1]([O:8][C:9]1[CH:10]=[C:11]([C:15]2[N:24]=[C:23](Cl)[C:22]3[C:17](=[CH:18][C:19]([O:31][CH3:32])=[C:20]([O:26][CH2:27][CH2:28][O:29][CH3:30])[CH:21]=3)[N:16]=2)[CH:12]=[CH:13][CH:14]=1)[C:2]1[CH:7]=[CH:6][CH:5]=[CH:4][CH:3]=1.[NH2:33][C:34]1[CH:35]=[C:36]2[C:40](=[CH:41][CH:42]=1)[N:39]([C:43]([O:45][C:46]([CH3:49])([CH3:48])[CH3:47])=[O:44])[N:38]=[CH:37]2. The catalyst is C(O)(C)C.NC1C=C2C(=CC=1)N(C(OC(C)(C)C)=O)N=C2. The product is [CH2:1]([O:8][C:9]1[CH:10]=[C:11]([C:15]2[N:24]=[C:23]([NH:33][C:34]3[CH:35]=[C:36]4[C:40](=[CH:41][CH:42]=3)[N:39]([C:43]([O:45][C:46]([CH3:49])([CH3:48])[CH3:47])=[O:44])[N:38]=[CH:37]4)[C:22]3[C:17](=[CH:18][C:19]([O:31][CH3:32])=[C:20]([O:26][CH2:27][CH2:28][O:29][CH3:30])[CH:21]=3)[N:16]=2)[CH:12]=[CH:13][CH:14]=1)[C:2]1[CH:7]=[CH:6][CH:5]=[CH:4][CH:3]=1. The yield is 1.00. (10) The product is [F:23][C:14]1[C:15](=[O:22])[N:16]2[C:20](=[C:21]([NH:10][S:7]([C:4]3([CH2:1][CH:2]=[CH2:3])[CH2:6][CH2:5]3)(=[O:8])=[O:9])[C:13]=1[NH:12][C:24]1[CH:29]=[CH:28][C:27]([I:30])=[CH:26][C:25]=1[F:31])[CH2:19][CH2:18][CH2:17]2. The yield is 0.830. The catalyst is C1COCC1.C(Cl)Cl. The reactants are [CH2:1]([C:4]1([S:7]([N:10]2[C:21]3[C:13](=[C:14]([F:23])[C:15](=[O:22])[N:16]4[C:20]=3[CH2:19][CH2:18][CH2:17]4)[N:12]([C:24]3[CH:29]=[CH:28][C:27]([I:30])=[CH:26][C:25]=3[F:31])C2=O)(=[O:9])=[O:8])[CH2:6][CH2:5]1)[CH:2]=[CH2:3].CO.